This data is from NCI-60 drug combinations with 297,098 pairs across 59 cell lines. The task is: Regression. Given two drug SMILES strings and cell line genomic features, predict the synergy score measuring deviation from expected non-interaction effect. (1) Drug 1: C1=NC2=C(N1)C(=S)N=C(N2)N. Drug 2: CC1C(C(CC(O1)OC2CC(OC(C2O)C)OC3=CC4=CC5=C(C(=O)C(C(C5)C(C(=O)C(C(C)O)O)OC)OC6CC(C(C(O6)C)O)OC7CC(C(C(O7)C)O)OC8CC(C(C(O8)C)O)(C)O)C(=C4C(=C3C)O)O)O)O. Cell line: SW-620. Synergy scores: CSS=14.3, Synergy_ZIP=-6.47, Synergy_Bliss=1.67, Synergy_Loewe=-0.151, Synergy_HSA=0.572. (2) Drug 1: CC(C)NC(=O)C1=CC=C(C=C1)CNNC.Cl. Drug 2: C1C(C(OC1N2C=NC3=C2NC=NCC3O)CO)O. Cell line: SNB-75. Synergy scores: CSS=3.76, Synergy_ZIP=-1.44, Synergy_Bliss=0.791, Synergy_Loewe=1.32, Synergy_HSA=0.638. (3) Drug 1: CC(C1=C(C=CC(=C1Cl)F)Cl)OC2=C(N=CC(=C2)C3=CN(N=C3)C4CCNCC4)N. Drug 2: CC1=C(C=C(C=C1)C(=O)NC2=CC(=CC(=C2)C(F)(F)F)N3C=C(N=C3)C)NC4=NC=CC(=N4)C5=CN=CC=C5. Cell line: MOLT-4. Synergy scores: CSS=38.9, Synergy_ZIP=2.71, Synergy_Bliss=-6.68, Synergy_Loewe=-35.3, Synergy_HSA=-11.3.